This data is from Reaction yield outcomes from USPTO patents with 853,638 reactions. The task is: Predict the reaction yield, written as a fraction of the theoretical maximum amount of product (1.0 means a 100% yield; for example, 0.34 means a 34% yield). The reactants are [F:1][C:2]1[CH:3]=[C:4]([C:8]2[CH:29]=[CH:28][C:11]([C:12]([NH:14][CH:15]3[CH2:20][CH2:19][NH:18][CH2:17][CH:16]3[C:21]3[CH:26]=[CH:25][C:24]([F:27])=[CH:23][CH:22]=3)=[O:13])=[CH:10][N:9]=2)[CH:5]=[CH:6][CH:7]=1.[C:30](OC(=O)C)(=[O:32])[CH3:31]. The catalyst is C(Cl)Cl.CN(C1C=CN=CC=1)C.O. The product is [C:30]([N:18]1[CH2:19][CH2:20][CH:15]([NH:14][C:12](=[O:13])[C:11]2[CH:28]=[CH:29][C:8]([C:4]3[CH:5]=[CH:6][CH:7]=[C:2]([F:1])[CH:3]=3)=[N:9][CH:10]=2)[CH:16]([C:21]2[CH:22]=[CH:23][C:24]([F:27])=[CH:25][CH:26]=2)[CH2:17]1)(=[O:32])[CH3:31]. The yield is 0.850.